This data is from CYP1A2 inhibition data for predicting drug metabolism from PubChem BioAssay. The task is: Regression/Classification. Given a drug SMILES string, predict its absorption, distribution, metabolism, or excretion properties. Task type varies by dataset: regression for continuous measurements (e.g., permeability, clearance, half-life) or binary classification for categorical outcomes (e.g., BBB penetration, CYP inhibition). Dataset: cyp1a2_veith. (1) The result is 1 (inhibitor). The compound is CC(=O)N1CCC2(CC1)CN(c1cccc(-c3ccccc3)c1)C2. (2) The molecule is CN(C)c1ccc(-c2cncnc2NCCN2CCOCC2)cc1. The result is 1 (inhibitor). (3) The compound is COc1cccc(Cn2c(=O)cnc3cnc(Oc4ccccc4)nc32)c1. The result is 1 (inhibitor). (4) The compound is O=c1cnc2cnc(N3CCOCC3)nc2n1C1CC1. The result is 1 (inhibitor). (5) The molecule is c1ccc2sc(SCCSc3nc4ccccc4s3)nc2c1. The result is 1 (inhibitor). (6) The molecule is Cc1[nH]nc(-c2ccc(O)cc2O)c1-c1ccc(Cl)cc1. The result is 1 (inhibitor). (7) The compound is Cc1cccc(N(C)C(=S)Oc2ccc3ccccc3c2)c1. The result is 1 (inhibitor).